From a dataset of Reaction yield outcomes from USPTO patents with 853,638 reactions. Predict the reaction yield, written as a fraction of the theoretical maximum amount of product (1.0 means a 100% yield; for example, 0.34 means a 34% yield). (1) The reactants are [N:1]1[CH:6]=[CH:5][CH:4]=[CH:3][C:2]=1[N:7]1[CH2:12][CH2:11][NH:10][CH2:9][CH2:8]1.[Cl:13][C:14]1[C:19]([Cl:20])=[CH:18][CH:17]=[CH:16][C:15]=1[NH:21][C:22](=[O:25])[CH2:23]Cl.C(=O)([O-])[O-].[Na+].[Na+]. The catalyst is CN(C)C=O.O. The product is [Cl:13][C:14]1[C:19]([Cl:20])=[CH:18][CH:17]=[CH:16][C:15]=1[NH:21][C:22](=[O:25])[CH2:23][N:10]1[CH2:9][CH2:8][N:7]([C:2]2[CH:3]=[CH:4][CH:5]=[CH:6][N:1]=2)[CH2:12][CH2:11]1. The yield is 0.160. (2) The reactants are [F:1][C:2]1[CH:3]=[C:4](I)[C:5]([NH2:8])=[N:6][CH:7]=1.C[Si]([C:14]#[CH:15])(C)C.C(N(CC)C(C)C)(C)C. The catalyst is [Cu]I.C1C=CC([P]([Pd]([P](C2C=CC=CC=2)(C2C=CC=CC=2)C2C=CC=CC=2)([P](C2C=CC=CC=2)(C2C=CC=CC=2)C2C=CC=CC=2)[P](C2C=CC=CC=2)(C2C=CC=CC=2)C2C=CC=CC=2)(C2C=CC=CC=2)C2C=CC=CC=2)=CC=1.CN1CCCC1=O. The product is [C:14]([C:4]1[C:5]([NH2:8])=[N:6][CH:7]=[C:2]([F:1])[CH:3]=1)#[CH:15]. The yield is 0.300. (3) The reactants are Cl[C:2]1[N:7]=[C:6]([NH:8][C:9]([CH:11]2[CH2:13][CH2:12]2)=[O:10])[CH:5]=[N:4][C:3]=1[C:14]1[CH:19]=[CH:18][N:17]=[CH:16][C:15]=1[Cl:20].C([Sn](CCCC)(CCCC)[C:26]1[CH:31]=[CH:30][CH:29]=[CH:28][N:27]=1)CCC. The product is [Cl:20][C:15]1[CH:16]=[N:17][CH:18]=[CH:19][C:14]=1[C:3]1[N:4]=[CH:5][C:6]([NH:8][C:9]([CH:11]2[CH2:13][CH2:12]2)=[O:10])=[N:7][C:2]=1[C:26]1[CH:31]=[CH:30][CH:29]=[CH:28][N:27]=1. The yield is 0.480. The catalyst is C1C=CC([P]([Pd]([P](C2C=CC=CC=2)(C2C=CC=CC=2)C2C=CC=CC=2)([P](C2C=CC=CC=2)(C2C=CC=CC=2)C2C=CC=CC=2)[P](C2C=CC=CC=2)(C2C=CC=CC=2)C2C=CC=CC=2)(C2C=CC=CC=2)C2C=CC=CC=2)=CC=1.C1(C)C(C)=CC=CC=1. (4) The reactants are [C:1]([C:5]1[N:6]([CH2:32][CH2:33][NH:34]C(=O)OC(C)(C)C)[C:7]2[C:12]([CH:13]=1)=[CH:11][C:10]([NH:14][C:15]([C:17]1([C:20]3[CH:30]=[CH:29][C:23]4[O:24][C:25]([F:28])([F:27])[O:26][C:22]=4[CH:21]=3)[CH2:19][CH2:18]1)=[O:16])=[C:9]([F:31])[CH:8]=2)([CH3:4])([CH3:3])[CH3:2].FC(F)(F)C(O)=O. The catalyst is ClCCl. The product is [NH2:34][CH2:33][CH2:32][N:6]1[C:7]2[C:12](=[CH:11][C:10]([NH:14][C:15]([C:17]3([C:20]4[CH:30]=[CH:29][C:23]5[O:24][C:25]([F:28])([F:27])[O:26][C:22]=5[CH:21]=4)[CH2:18][CH2:19]3)=[O:16])=[C:9]([F:31])[CH:8]=2)[CH:13]=[C:5]1[C:1]([CH3:4])([CH3:3])[CH3:2]. The yield is 0.820.